Dataset: Forward reaction prediction with 1.9M reactions from USPTO patents (1976-2016). Task: Predict the product of the given reaction. (1) Given the reactants [CH:1](S(C1C=CC=CC=1)(=O)=O)=[CH2:2].[NH2:12][CH:13]1[CH2:17][CH2:16][N:15]([CH3:18])[C:14]1=[O:19].[Br:20][C:21]1[C:26]([CH2:27][CH3:28])=[CH:25][N:24]=[C:23]([CH:29]=O)[CH:22]=1.[O-]S(C(F)(F)F)(=O)=O.[Ca+2].[O-]S(C(F)(F)F)(=O)=O.C(N(CC)CC)C.CC(C)([O-])C.[K+], predict the reaction product. The product is: [Br:20][C:21]1[C:26]([CH2:27][CH3:28])=[CH:25][N:24]=[C:23]([C:29]2[CH2:2][CH2:1][C:13]3([CH2:17][CH2:16][N:15]([CH3:18])[C:14]3=[O:19])[N:12]=2)[CH:22]=1. (2) Given the reactants [NH2:1][CH2:2][C@H:3]1[CH2:8][CH2:7][C@H:6](C(OC)=O)[CH2:5][CH2:4]1.[CH3:13][Mg]Br.CC(=O)[O:18][CH2:19][CH3:20], predict the reaction product. The product is: [NH2:1][CH2:2][C@H:3]1[CH2:8][CH2:7][C@H:6]([C:19]([OH:18])([CH3:20])[CH3:13])[CH2:5][CH2:4]1. (3) Given the reactants N(C(OCC)=O)=NC(OCC)=O.[C:13]([N:16]1[CH2:21][CH2:20][CH2:19][C:18]([CH2:30][C:31]([O:33][CH2:34][CH3:35])=[O:32])([CH2:22][C:23]2[CH:28]=[CH:27][C:26]([OH:29])=[CH:25][CH:24]=2)[CH2:17]1)(=[O:15])[CH3:14].C1(P(C2C=CC=CC=2)C2C=CC=CC=2)C=CC=CC=1.O[CH2:56][CH2:57][CH2:58][NH:59][C:60]1[CH:65]=[CH:64][CH:63]=[CH:62][N+:61]=1[O-:66], predict the reaction product. The product is: [C:13]([N:16]1[CH2:21][CH2:20][CH2:19][C:18]([CH2:30][C:31]([O:33][CH2:34][CH3:35])=[O:32])([CH2:22][C:23]2[CH:24]=[CH:25][C:26]([O:29][CH2:56][CH2:57][CH2:58][NH:59][C:60]3[CH:65]=[CH:64][CH:63]=[CH:62][N+:61]=3[O-:66])=[CH:27][CH:28]=2)[CH2:17]1)(=[O:15])[CH3:14]. (4) Given the reactants [C:1]1([OH:11])[C:10]2[CH2:9][CH2:8][CH2:7][CH2:6][C:5]=2[CH:4]=[CH:3][CH:2]=1.[CH2:12]([O:14][C:15](=[O:19])[C:16]#[C:17][CH3:18])[CH3:13].C(=O)([O-])[O-].[K+].[K+], predict the reaction product. The product is: [CH2:12]([O:14][C:15](=[O:19])[CH:16]=[C:17]([O:11][C:1]1[C:10]2[CH2:9][CH2:8][CH2:7][CH2:6][C:5]=2[CH:4]=[CH:3][CH:2]=1)[CH3:18])[CH3:13]. (5) Given the reactants [I:1][C:2]1[CH:8]=[C:7]([Cl:9])[CH:6]=[CH:5][C:3]=1[NH2:4].[Cl-].[CH3:11][CH:12]([C:14]1[CH:19]=[CH:18][C:17]([S:20](N)(=[O:22])=[O:21])=[CH:16][CH:15]=1)[CH3:13], predict the reaction product. The product is: [Cl:9][C:7]1[CH:6]=[CH:5][C:3]([NH:4][S:20]([C:17]2[CH:18]=[CH:19][C:14]([CH:12]([CH3:13])[CH3:11])=[CH:15][CH:16]=2)(=[O:22])=[O:21])=[C:2]([I:1])[CH:8]=1. (6) Given the reactants O.C1(C)C=CC(S(O)(=O)=O)=CC=1.CC1(C)[N:18](C(OC(C)(C)C)=O)[C@@:17]([CH3:50])([C:26]2[S:27][C:28]([C:31]3[CH:36]=[CH:35][C:34]([O:37][CH2:38][CH2:39][CH2:40][CH2:41][CH2:42][CH2:43][CH2:44][CH3:45])=[C:33]([C:46]([F:49])([F:48])[F:47])[CH:32]=3)=[N:29][N:30]=2)[CH2:16][O:15]1, predict the reaction product. The product is: [NH2:18][C@@:17]([C:26]1[S:27][C:28]([C:31]2[CH:36]=[CH:35][C:34]([O:37][CH2:38][CH2:39][CH2:40][CH2:41][CH2:42][CH2:43][CH2:44][CH3:45])=[C:33]([C:46]([F:47])([F:49])[F:48])[CH:32]=2)=[N:29][N:30]=1)([CH3:50])[CH2:16][OH:15]. (7) Given the reactants [C:1]([C@@:9]([C:24]([OH:26])=[O:25])([OH:23])[C@@:10]([C:15](=[O:22])[C:16]1[CH:21]=[CH:20][CH:19]=[CH:18][CH:17]=1)([OH:14])[C:11]([OH:13])=[O:12])(=[O:8])[C:2]1[CH:7]=[CH:6][CH:5]=[CH:4][CH:3]=1.[CH3:27][C@@H:28]1[NH:33][CH2:32][C@@H:31]([C:34]([O:36][CH3:37])=[O:35])[CH2:30][CH2:29]1, predict the reaction product. The product is: [C:15]([C@@:10]([C:11]([OH:13])=[O:12])([OH:14])[C@@:9]([C:1](=[O:8])[C:2]1[CH:7]=[CH:6][CH:5]=[CH:4][CH:3]=1)([OH:23])[C:24]([OH:26])=[O:25])(=[O:22])[C:16]1[CH:21]=[CH:20][CH:19]=[CH:18][CH:17]=1.[CH3:27][C@H:28]1[NH:33][CH2:32][C@H:31]([C:34]([O:36][CH3:37])=[O:35])[CH2:30][CH2:29]1.